This data is from Forward reaction prediction with 1.9M reactions from USPTO patents (1976-2016). The task is: Predict the product of the given reaction. (1) Given the reactants [Br:1][C:2]1[CH:11]=[CH:10][C:5]2[NH:6][C:7](=[O:9])[S:8][C:4]=2[CH:3]=1.N([CH2:15][CH2:16][CH2:17][CH2:18][CH2:19][CH3:20])=C=O, predict the reaction product. The product is: [Br:1][C:2]1[CH:11]=[CH:10][C:5]2[NH:6][C:7](=[O:9])[S:8][C:4]=2[CH:3]=1.[CH3:20][CH2:19][CH:18]([C:7]([NH2:6])=[O:9])[CH2:17][CH2:16][CH3:15]. (2) Given the reactants [Cl:1][C:2]1[CH:3]=[C:4]([CH:28]=[CH:29][C:30]=1[Cl:31])[CH2:5][N:6]([O:18][CH2:19][CH2:20][CH2:21][N:22]1[CH2:27][CH2:26][O:25][CH2:24][CH2:23]1)[C:7](=[O:17])[CH:8]=[C:9]1[C:13](=[O:14])OC(C)(C)[O:10]1.[CH2:32]=O.[NH2:34][CH2:35][CH2:36][N:37]1[CH2:42][CH2:41][O:40][CH2:39][CH2:38]1, predict the reaction product. The product is: [Cl:1][C:2]1[CH:3]=[C:4]([CH:28]=[CH:29][C:30]=1[Cl:31])[CH2:5][N:6]([O:18][CH2:19][CH2:20][CH2:21][N:22]1[CH2:27][CH2:26][O:25][CH2:24][CH2:23]1)[C:7]([C:8]1[CH2:32][N:34]([CH2:35][CH2:36][N:37]2[CH2:42][CH2:41][O:40][CH2:39][CH2:38]2)[C:13](=[O:14])[C:9]=1[OH:10])=[O:17]. (3) Given the reactants [Cl:1][C:2]1[CH:7]=[C:6]([I:8])[C:5]([O:9]COC)=[CH:4][N:3]=1.Cl.C(=O)(O)[O-].[Na+], predict the reaction product. The product is: [Cl:1][C:2]1[N:3]=[CH:4][C:5]([OH:9])=[C:6]([I:8])[CH:7]=1. (4) Given the reactants [Cl:1][C:2]1[CH:3]=[C:4]([C:8]([F:12])([F:11])[CH2:9][OH:10])[CH:5]=[CH:6][CH:7]=1.[F:13][C:14]([F:27])([F:26])[S:15](O[S:15]([C:14]([F:27])([F:26])[F:13])(=[O:17])=[O:16])(=[O:17])=[O:16].C(Cl)Cl.CO, predict the reaction product. The product is: [Cl:1][C:2]1[CH:3]=[C:4]([C:8]([F:11])([F:12])[CH2:9][O:10][S:15]([C:14]([F:27])([F:26])[F:13])(=[O:17])=[O:16])[CH:5]=[CH:6][CH:7]=1. (5) Given the reactants [CH2:1]([C:3]1[S:28][C:6]2[N:7]([CH2:13][C:14]3[CH:19]=[CH:18][C:17]([C:20]4[C:21]([C:26]#[N:27])=[CH:22][CH:23]=[CH:24][CH:25]=4)=[CH:16][CH:15]=3)[C:8](=[O:12])[NH:9][C:10](=[O:11])[C:5]=2[CH:4]=1)[CH3:2].Br[CH2:30][C:31]([C:33]1[S:34][C:35]([Cl:38])=[CH:36][CH:37]=1)=[O:32].CN(C)C=O.[H-].[Na+], predict the reaction product. The product is: [Cl:38][C:35]1[S:34][C:33]([C:31](=[O:32])[CH2:30][N:9]2[C:10](=[O:11])[C:5]3[CH:4]=[C:3]([CH2:1][CH3:2])[S:28][C:6]=3[N:7]([CH2:13][C:14]3[CH:19]=[CH:18][C:17]([C:20]4[C:21]([C:26]#[N:27])=[CH:22][CH:23]=[CH:24][CH:25]=4)=[CH:16][CH:15]=3)[C:8]2=[O:12])=[CH:37][CH:36]=1. (6) Given the reactants [CH3:1][O:2][C:3]1[CH:20]=[CH:19][C:6]([O:7][C:8]2[C:13]([CH3:14])=[CH:12][C:11]([N+:15]([O-:17])=[O:16])=[CH:10][C:9]=2[CH3:18])=[CH:5][CH:4]=1.C1N2CN3CN(C2)CN1C3.FC(F)(F)[C:33](O)=[O:34], predict the reaction product. The product is: [CH3:18][C:9]1[CH:10]=[C:11]([N+:15]([O-:17])=[O:16])[CH:12]=[C:13]([CH3:14])[C:8]=1[O:7][C:6]1[CH:5]=[CH:4][C:3]([O:2][CH3:1])=[C:20]([CH:19]=1)[CH:33]=[O:34]. (7) Given the reactants BrC1SC(S(C)(=O)=O)=CC=1.[F-].[Cs+].C1(C=C(B2OC(C)(C)C(C)(C)O2)CO)CCCCC1.[CH:32]1(/[CH:38]=[C:39](\[C:42]2[S:43][C:44]([S:47]([CH3:50])(=[O:49])=[O:48])=[CH:45][CH:46]=2)/[CH:40]=[O:41])[CH2:37][CH2:36][CH2:35][CH2:34][CH2:33]1.[BH4-].[Na+], predict the reaction product. The product is: [CH:32]1(/[CH:38]=[C:39](\[C:42]2[S:43][C:44]([S:47]([CH3:50])(=[O:49])=[O:48])=[CH:45][CH:46]=2)/[CH2:40][OH:41])[CH2:37][CH2:36][CH2:35][CH2:34][CH2:33]1.